Task: Regression. Given two drug SMILES strings and cell line genomic features, predict the synergy score measuring deviation from expected non-interaction effect.. Dataset: NCI-60 drug combinations with 297,098 pairs across 59 cell lines (1) Drug 1: CC(C1=C(C=CC(=C1Cl)F)Cl)OC2=C(N=CC(=C2)C3=CN(N=C3)C4CCNCC4)N. Drug 2: CN1C2=C(C=C(C=C2)N(CCCl)CCCl)N=C1CCCC(=O)O.Cl. Cell line: SNB-19. Synergy scores: CSS=19.3, Synergy_ZIP=-0.736, Synergy_Bliss=4.05, Synergy_Loewe=1.47, Synergy_HSA=4.40. (2) Drug 1: CN(CC1=CN=C2C(=N1)C(=NC(=N2)N)N)C3=CC=C(C=C3)C(=O)NC(CCC(=O)O)C(=O)O. Drug 2: C1=NC2=C(N=C(N=C2N1C3C(C(C(O3)CO)O)F)Cl)N. Cell line: ACHN. Synergy scores: CSS=44.2, Synergy_ZIP=-8.31, Synergy_Bliss=-6.09, Synergy_Loewe=-7.01, Synergy_HSA=-3.09. (3) Drug 1: CC1C(C(CC(O1)OC2CC(CC3=C2C(=C4C(=C3O)C(=O)C5=C(C4=O)C(=CC=C5)OC)O)(C(=O)CO)O)N)O.Cl. Drug 2: CC1C(C(CC(O1)OC2CC(CC3=C2C(=C4C(=C3O)C(=O)C5=CC=CC=C5C4=O)O)(C(=O)C)O)N)O. Cell line: NCI-H322M. Synergy scores: CSS=64.2, Synergy_ZIP=1.54, Synergy_Bliss=4.42, Synergy_Loewe=1.59, Synergy_HSA=5.85. (4) Drug 1: C1CCN(CC1)CCOC2=CC=C(C=C2)C(=O)C3=C(SC4=C3C=CC(=C4)O)C5=CC=C(C=C5)O. Drug 2: CC1=C(C=C(C=C1)C(=O)NC2=CC(=CC(=C2)C(F)(F)F)N3C=C(N=C3)C)NC4=NC=CC(=N4)C5=CN=CC=C5. Cell line: HOP-92. Synergy scores: CSS=1.69, Synergy_ZIP=1.42, Synergy_Bliss=0.980, Synergy_Loewe=0.907, Synergy_HSA=-0.583. (5) Drug 1: COC1=CC(=CC(=C1O)OC)C2C3C(COC3=O)C(C4=CC5=C(C=C24)OCO5)OC6C(C(C7C(O6)COC(O7)C8=CC=CS8)O)O. Drug 2: C1=CC=C(C=C1)NC(=O)CCCCCCC(=O)NO. Cell line: RPMI-8226. Synergy scores: CSS=68.5, Synergy_ZIP=4.02, Synergy_Bliss=4.18, Synergy_Loewe=6.07, Synergy_HSA=9.19. (6) Drug 1: C1=C(C(=O)NC(=O)N1)F. Drug 2: C1=CC(=CC=C1C#N)C(C2=CC=C(C=C2)C#N)N3C=NC=N3. Cell line: CCRF-CEM. Synergy scores: CSS=6.34, Synergy_ZIP=-12.0, Synergy_Bliss=-26.3, Synergy_Loewe=-28.9, Synergy_HSA=-26.0. (7) Synergy scores: CSS=23.1, Synergy_ZIP=-2.00, Synergy_Bliss=1.24, Synergy_Loewe=-0.119, Synergy_HSA=0.838. Cell line: SF-295. Drug 1: C1CCN(CC1)CCOC2=CC=C(C=C2)C(=O)C3=C(SC4=C3C=CC(=C4)O)C5=CC=C(C=C5)O. Drug 2: C1=C(C(=O)NC(=O)N1)F. (8) Cell line: SNB-75. Synergy scores: CSS=19.3, Synergy_ZIP=-5.16, Synergy_Bliss=-0.765, Synergy_Loewe=-0.186, Synergy_HSA=0.0462. Drug 2: C1CN(CCN1C(=O)CCBr)C(=O)CCBr. Drug 1: CC1CCC2CC(C(=CC=CC=CC(CC(C(=O)C(C(C(=CC(C(=O)CC(OC(=O)C3CCCCN3C(=O)C(=O)C1(O2)O)C(C)CC4CCC(C(C4)OC)O)C)C)O)OC)C)C)C)OC. (9) Synergy scores: CSS=24.8, Synergy_ZIP=2.89, Synergy_Bliss=3.66, Synergy_Loewe=-17.4, Synergy_HSA=1.64. Drug 2: COC1=NC(=NC2=C1N=CN2C3C(C(C(O3)CO)O)O)N. Drug 1: CC1OCC2C(O1)C(C(C(O2)OC3C4COC(=O)C4C(C5=CC6=C(C=C35)OCO6)C7=CC(=C(C(=C7)OC)O)OC)O)O. Cell line: BT-549. (10) Drug 1: CC1=C2C(C(=O)C3(C(CC4C(C3C(C(C2(C)C)(CC1OC(=O)C(C(C5=CC=CC=C5)NC(=O)OC(C)(C)C)O)O)OC(=O)C6=CC=CC=C6)(CO4)OC(=O)C)OC)C)OC. Drug 2: COC1=C(C=C2C(=C1)N=CN=C2NC3=CC(=C(C=C3)F)Cl)OCCCN4CCOCC4. Cell line: SNB-75. Synergy scores: CSS=56.6, Synergy_ZIP=5.68, Synergy_Bliss=8.80, Synergy_Loewe=9.70, Synergy_HSA=13.2.